Task: Regression. Given two drug SMILES strings and cell line genomic features, predict the synergy score measuring deviation from expected non-interaction effect.. Dataset: NCI-60 drug combinations with 297,098 pairs across 59 cell lines (1) Drug 1: CNC(=O)C1=CC=CC=C1SC2=CC3=C(C=C2)C(=NN3)C=CC4=CC=CC=N4. Drug 2: C1=C(C(=O)NC(=O)N1)F. Cell line: U251. Synergy scores: CSS=40.5, Synergy_ZIP=-9.92, Synergy_Bliss=-9.45, Synergy_Loewe=-6.26, Synergy_HSA=-4.83. (2) Drug 1: CC1=C2C(C(=O)C3(C(CC4C(C3C(C(C2(C)C)(CC1OC(=O)C(C(C5=CC=CC=C5)NC(=O)OC(C)(C)C)O)O)OC(=O)C6=CC=CC=C6)(CO4)OC(=O)C)OC)C)OC. Drug 2: CN1C2=C(C=C(C=C2)N(CCCl)CCCl)N=C1CCCC(=O)O.Cl. Cell line: SF-268. Synergy scores: CSS=30.7, Synergy_ZIP=-0.839, Synergy_Bliss=-2.60, Synergy_Loewe=-12.0, Synergy_HSA=-3.32. (3) Drug 1: CN(C)N=NC1=C(NC=N1)C(=O)N. Drug 2: CC12CCC3C(C1CCC2O)C(CC4=C3C=CC(=C4)O)CCCCCCCCCS(=O)CCCC(C(F)(F)F)(F)F. Cell line: CCRF-CEM. Synergy scores: CSS=18.0, Synergy_ZIP=-3.13, Synergy_Bliss=-4.10, Synergy_Loewe=-2.18, Synergy_HSA=-1.24. (4) Drug 1: CCCS(=O)(=O)NC1=C(C(=C(C=C1)F)C(=O)C2=CNC3=C2C=C(C=N3)C4=CC=C(C=C4)Cl)F. Drug 2: CN(CC1=CN=C2C(=N1)C(=NC(=N2)N)N)C3=CC=C(C=C3)C(=O)NC(CCC(=O)O)C(=O)O. Cell line: SR. Synergy scores: CSS=6.84, Synergy_ZIP=-15.3, Synergy_Bliss=-23.6, Synergy_Loewe=-25.1, Synergy_HSA=-20.4. (5) Drug 1: C1=CC(=CC=C1C#N)C(C2=CC=C(C=C2)C#N)N3C=NC=N3. Cell line: TK-10. Drug 2: CC1C(C(CC(O1)OC2CC(CC3=C2C(=C4C(=C3O)C(=O)C5=C(C4=O)C(=CC=C5)OC)O)(C(=O)CO)O)N)O.Cl. Synergy scores: CSS=32.4, Synergy_ZIP=0.846, Synergy_Bliss=0.942, Synergy_Loewe=-8.17, Synergy_HSA=1.78.